This data is from Ames mutagenicity test results for genotoxicity prediction. The task is: Regression/Classification. Given a drug SMILES string, predict its toxicity properties. Task type varies by dataset: regression for continuous values (e.g., LD50, hERG inhibition percentage) or binary classification for toxic/non-toxic outcomes (e.g., AMES mutagenicity, cardiotoxicity, hepatotoxicity). Dataset: ames. (1) The drug is Cc1ccc(NO)cc1[N+](=O)[O-]. The result is 0 (non-mutagenic). (2) The drug is CCCCOC(=O)CCCCCCCCC(=O)OCCCC. The result is 0 (non-mutagenic). (3) The compound is ClSC(Cl)(Cl)Cl. The result is 1 (mutagenic). (4) The drug is O=[N+]([O-])c1cccc2c[nH]nc12. The result is 1 (mutagenic). (5) The molecule is C=C1CC23CCC4C(C)(C(=O)O)CCCC4(C)C2CCC1(OC1OC(CO)C(O)C(O)C1O)C3. The result is 1 (mutagenic). (6) The drug is OC[C@H](O)CI. The result is 1 (mutagenic).